From a dataset of Full USPTO retrosynthesis dataset with 1.9M reactions from patents (1976-2016). Predict the reactants needed to synthesize the given product. Given the product [CH3:28][C:23]1[CH:22]=[CH:21][C:20]2[C:25](=[CH:26][CH:27]=[C:18]([N:7]3[C:8]4[CH:9]=[CH:10][CH:11]=[CH:12][C:13]=4[C:14]4[CH2:1][N:2]5[CH2:3][CH2:4][CH:5]([C:6]3=4)[CH2:15][CH2:16]5)[CH:19]=2)[N:24]=1, predict the reactants needed to synthesize it. The reactants are: [CH2:1]1[C:14]2[C:13]3[CH:12]=[CH:11][CH:10]=[CH:9][C:8]=3[NH:7][C:6]=2[CH:5]2[CH2:15][CH2:16][N:2]1[CH2:3][CH2:4]2.Br[C:18]1[CH:19]=[C:20]2[C:25](=[CH:26][CH:27]=1)[N:24]=[C:23]([CH3:28])[CH:22]=[CH:21]2.